Dataset: Catalyst prediction with 721,799 reactions and 888 catalyst types from USPTO. Task: Predict which catalyst facilitates the given reaction. (1) Reactant: Br[C:2]1[C:6]2[CH:7]=[C:8]([CH:11]=[O:12])[CH:9]=[CH:10][C:5]=2[O:4][CH:3]=1.[C:13]1([C:19]#[CH:20])[CH:18]=[CH:17][CH:16]=[CH:15][CH:14]=1. Product: [C:13]1([C:19]#[C:20][C:2]2[C:6]3[CH:7]=[C:8]([CH:11]=[O:12])[CH:9]=[CH:10][C:5]=3[O:4][CH:3]=2)[CH:18]=[CH:17][CH:16]=[CH:15][CH:14]=1. The catalyst class is: 356. (2) Reactant: [CH2:1]([O:3][C:4](=[O:41])[C:5]([CH2:26][CH2:27][CH2:28][CH2:29][C:30]([CH3:40])([CH3:39])[CH2:31][O:32]C1CCCCO1)([CH2:11][CH2:12][CH2:13][CH2:14][C:15]([CH3:25])([CH3:24])[CH2:16][O:17]C1CCCCO1)[C:6]([O:8][CH2:9][CH3:10])=[O:7])[CH3:2].Cl.C(O)C. Product: [CH2:9]([O:8][C:6](=[O:7])[C:5]([CH2:26][CH2:27][CH2:28][CH2:29][C:30]([CH3:39])([CH3:40])[CH2:31][OH:32])([CH2:11][CH2:12][CH2:13][CH2:14][C:15]([CH3:24])([CH3:25])[CH2:16][OH:17])[C:4]([O:3][CH2:1][CH3:2])=[O:41])[CH3:10]. The catalyst class is: 6. (3) Reactant: [N:1]1([C:8]2[CH:9]=[CH:10][C:11]3[N:18]4[CH2:19][C@H:14]([CH2:15][CH2:16][CH2:17]4)[N:13]([C:20]([NH:22][C:23]4[CH:28]=[CH:27][N:26]=[CH:25][N:24]=4)=[O:21])[C:12]=3[N:29]=2)[CH2:7][CH2:6][CH2:5][NH:4][CH2:3][CH2:2]1.[CH2:30]=O. Product: [CH3:30][N:4]1[CH2:5][CH2:6][CH2:7][N:1]([C:8]2[CH:9]=[CH:10][C:11]3[N:18]4[CH2:19][C@H:14]([CH2:15][CH2:16][CH2:17]4)[N:13]([C:20]([NH:22][C:23]4[CH:28]=[CH:27][N:26]=[CH:25][N:24]=4)=[O:21])[C:12]=3[N:29]=2)[CH2:2][CH2:3]1. The catalyst class is: 19. (4) Reactant: Br[C:2]1[CH:3]=[N:4][N:5]([CH2:13][CH2:14][OH:15])[C:6]=1[C:7]1[CH:12]=[CH:11][N:10]=[CH:9][CH:8]=1.O.[CH2:17]([O:24]/[N:25]=[C:26]1\[CH2:27][CH2:28][C:29]2[C:34]\1=[CH:33][CH:32]=[C:31](B(O)O)[CH:30]=2)[C:18]1[CH:23]=[CH:22][CH:21]=[CH:20][CH:19]=1.C(=O)([O-])[O-].[K+].[K+]. Product: [CH2:17]([O:24]/[N:25]=[C:26]1\[CH2:27][CH2:28][C:29]2[C:34]\1=[CH:33][CH:32]=[C:31]([C:2]1[CH:3]=[N:4][N:5]([CH2:13][CH2:14][OH:15])[C:6]=1[C:7]1[CH:12]=[CH:11][N:10]=[CH:9][CH:8]=1)[CH:30]=2)[C:18]1[CH:19]=[CH:20][CH:21]=[CH:22][CH:23]=1. The catalyst class is: 10. (5) Reactant: [CH3:1][O:2][C:3](=[O:14])[CH2:4][CH2:5][C:6]([O:8][CH2:9][O:10][C:11]([Cl:13])=[O:12])=[O:7].C(OC(=O)CCC(OCOC(SCC)=O)=O)[C:16]1[CH:21]=[CH:20][CH:19]=[CH:18][CH:17]=1. Product: [CH2:1]([O:2][C:3](=[O:14])[CH2:4][CH2:5][C:6]([O:8][CH2:9][O:10][C:11]([Cl:13])=[O:12])=[O:7])[C:16]1[CH:21]=[CH:20][CH:19]=[CH:18][CH:17]=1. The catalyst class is: 1. (6) Reactant: F[B-](F)(F)F.CCCC[N+](CCCC)(CCCC)CCCC.[FH:23].[F-:24].[C:25]([CH:30]1[CH2:35][CH2:34][C:33](=O)[CH2:32][CH2:31]1)([O:27][CH2:28][CH3:29])=[O:26]. Product: [C:25]([CH:30]1[CH2:35][CH2:34][C:33]([F:24])([F:23])[CH2:32][CH2:31]1)([O:27][CH2:28][CH3:29])=[O:26]. The catalyst class is: 4. (7) Reactant: Br[C:2]1[CH:3]=[CH:4][C:5]2[O:9][C:8]([CH:10]([NH:17][C:18]3[CH:23]=[CH:22][C:21]([C:24]([N:26]([CH3:34])[CH2:27][CH2:28][C:29]([O:31][CH2:32][CH3:33])=[O:30])=[O:25])=[CH:20][CH:19]=3)[CH:11]3[CH2:16][CH2:15][CH2:14][CH2:13][CH2:12]3)=[C:7]([CH3:35])[C:6]=2[CH:36]=1.[CH3:37][O:38][C:39]1[C:44](B(O)O)=[CH:43][CH:42]=[CH:41][N:40]=1.C(=O)([O-])[O-].[K+].[K+]. Product: [CH:11]1([CH:10]([NH:17][C:18]2[CH:19]=[CH:20][C:21]([C:24]([N:26]([CH3:34])[CH2:27][CH2:28][C:29]([O:31][CH2:32][CH3:33])=[O:30])=[O:25])=[CH:22][CH:23]=2)[C:8]2[O:9][C:5]3[CH:4]=[CH:3][C:2]([C:44]4[C:39]([O:38][CH3:37])=[N:40][CH:41]=[CH:42][CH:43]=4)=[CH:36][C:6]=3[C:7]=2[CH3:35])[CH2:16][CH2:15][CH2:14][CH2:13][CH2:12]1. The catalyst class is: 80. (8) Reactant: F[C:2]1[CH:7]=[C:6]([N+:8]([O-:10])=[O:9])[CH:5]=[C:4]([I:11])[CH:3]=1.[OH:12][C:13]1[CH:14]=[N:15][CH:16]=[N:17][CH:18]=1.C(=O)([O-])[O-].[K+].[K+].CN(C=O)C. Product: [I:11][C:4]1[CH:3]=[C:2]([CH:7]=[C:6]([N+:8]([O-:10])=[O:9])[CH:5]=1)[O:12][C:13]1[CH:14]=[N:15][CH:16]=[N:17][CH:18]=1. The catalyst class is: 33. (9) Reactant: [CH3:1][N:2]([C@H](C1C=CC(OC)=CC=1)C)[C@@H:3]1[C:8]2=[N:9][CH:10]=[CH:11][CH:12]=[C:7]2[O:6][CH2:5][CH2:4]1.FC(F)(F)C(O)=O. Product: [CH3:1][NH:2][C@@H:3]1[C:8]2=[N:9][CH:10]=[CH:11][CH:12]=[C:7]2[O:6][CH2:5][CH2:4]1. The catalyst class is: 4. (10) Reactant: C[O:2][C:3]1[CH:8]=[CH:7][CH:6]=[CH:5][C:4]=1[C:9]1[N:10]([C@H:24]([CH3:32])[CH2:25][C:26]2[CH:31]=[CH:30][CH:29]=[CH:28][CH:27]=2)[C:11](=[O:23])[C:12]2[C:18]([C:19]([F:22])([F:21])[F:20])=[N:17][CH:16]=[CH:15][C:13]=2[N:14]=1.B(Cl)(Cl)Cl.N(CCO)CCO. Product: [OH:2][C:3]1[CH:8]=[CH:7][CH:6]=[CH:5][C:4]=1[C:9]1[N:10]([C@H:24]([CH3:32])[CH2:25][C:26]2[CH:27]=[CH:28][CH:29]=[CH:30][CH:31]=2)[C:11](=[O:23])[C:12]2[C:18]([C:19]([F:22])([F:21])[F:20])=[N:17][CH:16]=[CH:15][C:13]=2[N:14]=1. The catalyst class is: 4.